Dataset: Full USPTO retrosynthesis dataset with 1.9M reactions from patents (1976-2016). Task: Predict the reactants needed to synthesize the given product. (1) Given the product [F:26][C:27]1[CH:33]=[C:32]([N:34]2[CH2:35][CH2:36][O:37][CH2:38][CH2:39]2)[CH:31]=[CH:30][C:28]=1[NH:29][C:2]1[C:11]2=[N:12][NH:13][CH:14]=[C:10]2[C:9]2[CH:8]=[C:7]([O:24][CH3:25])[CH:6]=[CH:5][C:4]=2[N:3]=1, predict the reactants needed to synthesize it. The reactants are: Cl[C:2]1[C:11]2=[N:12][N:13](CC3C=CC(OC)=CC=3)[CH:14]=[C:10]2[C:9]2[CH:8]=[C:7]([O:24][CH3:25])[CH:6]=[CH:5][C:4]=2[N:3]=1.[F:26][C:27]1[CH:33]=[C:32]([N:34]2[CH2:39][CH2:38][O:37][CH2:36][CH2:35]2)[CH:31]=[CH:30][C:28]=1[NH2:29].Cl. (2) Given the product [CH2:1]([N:8]1[CH2:12][CH2:11][C@@H:10]([N:13]2[CH2:21][C:20]3[C:15](=[CH:16][CH:17]=[C:18]([C:31]4[CH:32]=[CH:33][C:28]([C:26]([O:25][CH3:24])=[O:27])=[CH:29][CH:30]=4)[CH:19]=3)[C:14]2=[O:23])[CH2:9]1)[C:2]1[CH:7]=[CH:6][CH:5]=[CH:4][CH:3]=1, predict the reactants needed to synthesize it. The reactants are: [CH2:1]([N:8]1[CH2:12][CH2:11][C@@H:10]([N:13]2[CH2:21][C:20]3[C:15](=[CH:16][CH:17]=[C:18](Br)[CH:19]=3)[C:14]2=[O:23])[CH2:9]1)[C:2]1[CH:7]=[CH:6][CH:5]=[CH:4][CH:3]=1.[CH3:24][O:25][C:26]([C:28]1[CH:33]=[CH:32][C:31](B(O)O)=[CH:30][CH:29]=1)=[O:27]. (3) Given the product [C:21]([C:7]1[N:2]=[C:3](/[CH:8]=[CH:9]/[C:10]([O:12][C:13]([CH3:16])([CH3:15])[CH3:14])=[O:11])[CH:4]=[CH:5][CH:6]=1)#[N:22], predict the reactants needed to synthesize it. The reactants are: [O-][N+:2]1[CH:7]=[CH:6][CH:5]=[CH:4][C:3]=1/[CH:8]=[CH:9]/[C:10]([O:12][C:13]([CH3:16])([CH3:15])[CH3:14])=[O:11].C[Si]([C:21]#[N:22])(C)C.CN(C)C(Cl)=O.C(OCC)(=O)C. (4) Given the product [NH2:1][C:4]1[CH:9]=[CH:8][C:7]([C:10]2[N:19]=[C:18]([C:20]([O:22][CH2:23][CH3:24])=[O:21])[C:17]3[C:12](=[CH:13][CH:14]=[CH:15][CH:16]=3)[N:11]=2)=[CH:6][CH:5]=1, predict the reactants needed to synthesize it. The reactants are: [N+:1]([C:4]1[CH:9]=[CH:8][C:7]([C:10]2[N:19]=[C:18]([C:20]([O:22][CH2:23][CH3:24])=[O:21])[C:17]3[C:12](=[CH:13][CH:14]=[CH:15][CH:16]=3)[N:11]=2)=[CH:6][CH:5]=1)([O-])=O.[OH-].[Na+].[O-]S([O-])(=S)=O.[Na+].[Na+]. (5) Given the product [NH3:1].[NH2:1][C:6]1[C:5]([C:4]([NH2:13])=[O:3])=[CH:10][CH:9]=[CH:8][N:7]=1, predict the reactants needed to synthesize it. The reactants are: [NH:1]1[C:6]2[N:7]=[CH:8][CH:9]=[CH:10][C:5]=2[C:4](=O)[O:3]C1=O.[NH:13]1C2C=CC=NC=2C(=O)OC1=O.C1(N)CC1. (6) Given the product [F:33][C:21]1[C:22](=[O:32])[N:23]2[C:27](=[C:28]([C:29]([OH:31])=[O:30])[C:20]=1[NH:18][C:11]1[CH:12]=[CH:13][C:14]([S:16][CH3:17])=[CH:15][C:10]=1[F:9])[CH2:26][CH2:25][CH2:24]2, predict the reactants needed to synthesize it. The reactants are: [Li+].CC([N-]C(C)C)C.[F:9][C:10]1[CH:15]=[C:14]([S:16][CH3:17])[CH:13]=[CH:12][C:11]=1[NH2:18].Cl[C:20]1[C:28]([C:29]([OH:31])=[O:30])=[C:27]2[N:23]([CH2:24][CH2:25][CH2:26]2)[C:22](=[O:32])[C:21]=1[F:33]. (7) Given the product [C:27]([CH2:19][C@H:9]1[CH2:8][C@H:7]([O:6][Si:5]([C:2]([CH3:4])([CH3:3])[CH3:1])([CH3:25])[CH3:26])[CH2:11][N:10]1[C:12]([O:14][C:15]([CH3:18])([CH3:17])[CH3:16])=[O:13])#[N:29], predict the reactants needed to synthesize it. The reactants are: [CH3:1][C:2]([Si:5]([CH3:26])([CH3:25])[O:6][C@@H:7]1[CH2:11][N:10]([C:12]([O:14][C:15]([CH3:18])([CH3:17])[CH3:16])=[O:13])[C@@H:9]([CH2:19]OS(C)(=O)=O)[CH2:8]1)([CH3:4])[CH3:3].[C:27](#[N:29])C.